Task: Predict the reaction yield, written as a fraction of the theoretical maximum amount of product (1.0 means a 100% yield; for example, 0.34 means a 34% yield).. Dataset: Reaction yield outcomes from USPTO patents with 853,638 reactions (1) The reactants are Cl[CH2:2][CH2:3][CH2:4][S:5]([N:8]1[CH2:13][CH2:12][CH:11]([C:14]2[C:22]3[C:17](=[C:18]([C:29]([NH2:31])=[O:30])[CH:19]=[C:20]([C:23]4[CH:28]=[CH:27][CH:26]=[CH:25][CH:24]=4)[CH:21]=3)[NH:16][CH:15]=2)[CH2:10][CH2:9]1)(=[O:7])=[O:6].[CH3:32][C:33]1[CH:38]=[CH:37][C:36]([OH:39])=[CH:35][CH:34]=1.C([O-])([O-])=O.[K+].[K+].[I-].[Na+]. The catalyst is CS(C)=O. The product is [CH3:32][C:33]1[CH:38]=[CH:37][C:36]([O:39][CH2:2][CH2:3][CH2:4][S:5]([N:8]2[CH2:13][CH2:12][CH:11]([C:14]3[C:22]4[C:17](=[C:18]([C:29]([NH2:31])=[O:30])[CH:19]=[C:20]([C:23]5[CH:28]=[CH:27][CH:26]=[CH:25][CH:24]=5)[CH:21]=4)[NH:16][CH:15]=3)[CH2:10][CH2:9]2)(=[O:7])=[O:6])=[CH:35][CH:34]=1. The yield is 0.140. (2) The reactants are [Cl:1][C:2]1[CH:3]=[C:4]([NH:9][NH2:10])[CH:5]=[CH:6][C:7]=1[F:8].[I:11][C:12]1[CH:17]=[CH:16][C:15]([N:18]2[CH2:23][CH2:22][CH:21]([C:24](=O)[C:25]([F:28])([F:27])[F:26])[C:20](=O)[C:19]2=[O:31])=[CH:14][CH:13]=1.C(O)C.Cl. The catalyst is C(OC(=O)C)C. The product is [Cl:1][C:2]1[CH:3]=[C:4]([N:9]2[C:20]3[C:19](=[O:31])[N:18]([C:15]4[CH:16]=[CH:17][C:12]([I:11])=[CH:13][CH:14]=4)[CH2:23][CH2:22][C:21]=3[C:24]([C:25]([F:28])([F:26])[F:27])=[N:10]2)[CH:5]=[CH:6][C:7]=1[F:8]. The yield is 0.750. (3) The reactants are [Cl:1][C:2]1[CH:7]=[C:6](Cl)[N:5]=[CH:4][N:3]=1.[CH:9]1[C:18]2[C:13](=[CH:14][CH:15]=[CH:16][CH:17]=2)[CH:12]=[CH:11][C:10]=1B(O)O.C(=O)([O-])[O-].[Na+].[Na+]. The catalyst is C1C=CC(P(C2C=CC=CC=2)C2C=CC=CC=2)=CC=1.C1C=CC(P(C2C=CC=CC=2)C2C=CC=CC=2)=CC=1.Cl[Pd]Cl.O.C(#N)C. The product is [Cl:1][C:2]1[CH:7]=[C:6]([C:11]2[CH:10]=[CH:9][C:18]3[C:13](=[CH:14][CH:15]=[CH:16][CH:17]=3)[CH:12]=2)[N:5]=[CH:4][N:3]=1. The yield is 0.480. (4) The reactants are [Br:1][C:2]1[CH:3]=[C:4]([C:9]2([C:17]3[CH:22]=[CH:21][C:20]([CH2:23][CH3:24])=[C:19]([OH:25])[CH:18]=3)[NH:13][C:12](=[S:14])[N:11]([CH3:15])[C:10]2=[O:16])[CH:5]=[CH:6][C:7]=1[F:8].C(N(CC)CC)C.[CH3:33][S:34](Cl)(=[O:36])=[O:35]. The catalyst is ClCCl. The product is [CH3:33][S:34]([O:25][C:19]1[CH:18]=[C:17]([C:9]2([C:4]3[CH:5]=[CH:6][C:7]([F:8])=[C:2]([Br:1])[CH:3]=3)[C:10](=[O:16])[N:11]([CH3:15])[C:12](=[S:14])[NH:13]2)[CH:22]=[CH:21][C:20]=1[CH2:23][CH3:24])(=[O:36])=[O:35]. The yield is 0.390. (5) The reactants are [CH2:1]([O:3][C:4](=[O:24])[C:5]([O:21][CH2:22][CH3:23])=[CH:6][C:7]1[CH:12]=[CH:11][C:10]([O:13][CH2:14][C:15]2[CH:20]=[CH:19][CH:18]=[CH:17][CH:16]=2)=[CH:9][CH:8]=1)[CH3:2]. The catalyst is CO.[Rh]. The product is [CH2:1]([O:3][C:4](=[O:24])[CH:5]([O:21][CH2:22][CH3:23])[CH2:6][C:7]1[CH:12]=[CH:11][C:10]([O:13][CH2:14][C:15]2[CH:16]=[CH:17][CH:18]=[CH:19][CH:20]=2)=[CH:9][CH:8]=1)[CH3:2]. The yield is 0.100.